Dataset: Forward reaction prediction with 1.9M reactions from USPTO patents (1976-2016). Task: Predict the product of the given reaction. Given the reactants [Cu][C:2]#[N:3].Br[C:5]1[CH:10]=[CH:9][CH:8]=[CH:7][C:6]=1[N:11]1[C:16](=[O:17])[C:15]([C:18]2[CH:23]=[CH:22][CH:21]=[C:20]([O:24][CH2:25][CH2:26][OH:27])[CH:19]=2)=[CH:14][C:13]([C:28]2[CH:33]=[CH:32][CH:31]=[CH:30][N:29]=2)=[N:12]1, predict the reaction product. The product is: [C:2]([C:5]1[CH:10]=[CH:9][CH:8]=[CH:7][C:6]=1[N:11]1[C:16](=[O:17])[C:15]([C:18]2[CH:23]=[CH:22][CH:21]=[C:20]([O:24][CH2:25][CH2:26][OH:27])[CH:19]=2)=[CH:14][C:13]([C:28]2[CH:33]=[CH:32][CH:31]=[CH:30][N:29]=2)=[N:12]1)#[N:3].